Dataset: Experimental lipophilicity measurements (octanol/water distribution) for 4,200 compounds from AstraZeneca. Task: Regression/Classification. Given a drug SMILES string, predict its absorption, distribution, metabolism, or excretion properties. Task type varies by dataset: regression for continuous measurements (e.g., permeability, clearance, half-life) or binary classification for categorical outcomes (e.g., BBB penetration, CYP inhibition). For this dataset (lipophilicity_astrazeneca), we predict Y. (1) The compound is O=C(c1scc2c1CCCC2)N1CCCCC1. The Y is 3.16 logD. (2) The compound is C[C@@H]1N[S@](=O)(c2cccc(-c3cccc(C#N)c3)c2)=NC1=O. The Y is 0.400 logD. (3) The molecule is Cc1nn(-c2ccccc2)c(NS(=O)(=O)c2cccc(CN3CCOCC3)c2)c1C(=O)N[C@@H](C)C(C)(C)C. The Y is 0.290 logD.